From a dataset of Forward reaction prediction with 1.9M reactions from USPTO patents (1976-2016). Predict the product of the given reaction. (1) The product is: [F:1][C:2]1[CH:9]=[CH:8][C:7]([F:10])=[CH:6][C:3]=1[C:4](=[S:13])[NH2:5]. Given the reactants [F:1][C:2]1[CH:9]=[CH:8][C:7]([F:10])=[CH:6][C:3]=1[C:4]#[N:5].C(N)(=[S:13])C, predict the reaction product. (2) Given the reactants P(Br)(Br)[Br:2].O[CH:6]([C:8]1[O:9][C:10](=[O:23])[C:11]2[C:16]([C:17]=1[C:18]1[S:22][CH:21]=[N:20][CH:19]=1)=[CH:15][CH:14]=[CH:13][CH:12]=2)[CH3:7], predict the reaction product. The product is: [Br:2][CH:6]([C:8]1[O:9][C:10](=[O:23])[C:11]2[C:16]([C:17]=1[C:18]1[S:22][CH:21]=[N:20][CH:19]=1)=[CH:15][CH:14]=[CH:13][CH:12]=2)[CH3:7].